Dataset: Reaction yield outcomes from USPTO patents with 853,638 reactions. Task: Predict the reaction yield, written as a fraction of the theoretical maximum amount of product (1.0 means a 100% yield; for example, 0.34 means a 34% yield). The reactants are Cl[C:2]1[N:7]=[CH:6][C:5]2[C:8]([F:14])=[N:9][N:10]([CH:11]([CH3:13])[CH3:12])[C:4]=2[CH:3]=1.[CH:15]1([S:18]([N:21]2[CH:25]=[C:24]([C:26]3[N:31]=[C:30]([NH2:32])[CH:29]=[CH:28][N:27]=3)[CH:23]=[N:22]2)(=[O:20])=[O:19])[CH2:17][CH2:16]1.C1(P(C2C=CC=CC=2)C2C3OC4C(=CC=CC=4P(C4C=CC=CC=4)C4C=CC=CC=4)C(C)(C)C=3C=CC=2)C=CC=CC=1.C(=O)([O-])[O-].[Cs+].[Cs+].O1CCOCC1. The catalyst is ClCCl.C([O-])(=O)C.[Pd+2].C([O-])(=O)C. The product is [CH:15]1([S:18]([N:21]2[CH:25]=[C:24]([C:26]3[N:31]=[C:30]([NH:32][C:2]4[N:7]=[CH:6][C:5]5[C:8]([F:14])=[N:9][N:10]([CH:11]([CH3:13])[CH3:12])[C:4]=5[CH:3]=4)[CH:29]=[CH:28][N:27]=3)[CH:23]=[N:22]2)(=[O:19])=[O:20])[CH2:17][CH2:16]1. The yield is 0.280.